Regression. Given two drug SMILES strings and cell line genomic features, predict the synergy score measuring deviation from expected non-interaction effect. From a dataset of NCI-60 drug combinations with 297,098 pairs across 59 cell lines. Drug 1: C1C(C(OC1N2C=NC3=C(N=C(N=C32)Cl)N)CO)O. Drug 2: C1=NC2=C(N=C(N=C2N1C3C(C(C(O3)CO)O)F)Cl)N. Cell line: A549. Synergy scores: CSS=23.7, Synergy_ZIP=-6.85, Synergy_Bliss=-3.93, Synergy_Loewe=-7.62, Synergy_HSA=-7.14.